This data is from Full USPTO retrosynthesis dataset with 1.9M reactions from patents (1976-2016). The task is: Predict the reactants needed to synthesize the given product. (1) The reactants are: [C:1](Cl)(=[O:6])[CH2:2][CH2:3][CH:4]=[CH2:5].[O-:8][C:9]1[CH:14]=[CH:13][CH:12]=[CH:11][CH:10]=1.[Na+].O. Given the product [C:1]([O:8][C:9]1[CH:14]=[CH:13][CH:12]=[CH:11][CH:10]=1)(=[O:6])[CH2:2][CH2:3][CH:4]=[CH2:5], predict the reactants needed to synthesize it. (2) The reactants are: [N:1]1[CH:6]=[CH:5][CH:4]=[N:3][C:2]=1[O:7][C:8]1[CH:9]=[C:10]([CH:13]=[CH:14][CH:15]=1)[CH:11]=O.[C@@H:16]1([NH2:26])[C:25]2[C:20](=[CH:21][CH:22]=[CH:23][CH:24]=2)[CH2:19][CH2:18][CH2:17]1. Given the product [N:1]1[CH:6]=[CH:5][CH:4]=[N:3][C:2]=1[O:7][C:8]1[CH:9]=[C:10]([CH:13]=[CH:14][CH:15]=1)[CH2:11][NH:26][C@@H:16]1[C:25]2[C:20](=[CH:21][CH:22]=[CH:23][CH:24]=2)[CH2:19][CH2:18][CH2:17]1, predict the reactants needed to synthesize it.